This data is from Experimentally validated miRNA-target interactions with 360,000+ pairs, plus equal number of negative samples. The task is: Binary Classification. Given a miRNA mature sequence and a target amino acid sequence, predict their likelihood of interaction. The miRNA is mmu-miR-466l-5p with sequence UUGUGUGUACAUGUACAUGUAU. The protein sequence of the target gene is MMERIRKEMILMERGLHSPTAGKRFSNLSNSAGNAVLEALENSQHPARLSPRLPSAPLHSALGELPAKGKFEIDTLFNLQHTGSESTVSSEISSAAESRKKPGHYSEAAAEADMSSDVEVGCSALRSPGGLGAAQLKENNGKGYAESGSAAGTTTSASGSGLGSLHGGSGGSGGSAALGGSGSGADQVRRYRTAFTREQIARLEKEFYRENYVSRPRRCELAAALNLPETTIKVWFQNRRMKDKRQRLAMSWPHPADPSFYTYMMTHAAATGSLPYPFHSHVPLHYYPHVGVTAAAAAAA.... Result: 0 (no interaction).